The task is: Predict the reactants needed to synthesize the given product.. This data is from Full USPTO retrosynthesis dataset with 1.9M reactions from patents (1976-2016). (1) Given the product [F:36][C:24]1[CH:25]=[C:26]([N:29]2[CH:34]=[CH:33][CH:32]=[CH:31][C:30]2=[O:35])[CH:27]=[CH:28][C:23]=1[NH:22][C:4]([CH2:5][N:6]1[CH2:10][C:9](=[CH2:11])[C@@H:8]([NH:12][C:13]([C:15]2[S:16][C:17]([Cl:20])=[CH:18][CH:19]=2)=[O:14])[CH2:7]1)=[O:21], predict the reactants needed to synthesize it. The reactants are: C(O[C:4](=[O:21])[CH2:5][N:6]1[CH2:10][C:9](=[CH2:11])[C@@H:8]([NH:12][C:13]([C:15]2[S:16][C:17]([Cl:20])=[CH:18][CH:19]=2)=[O:14])[CH2:7]1)C.[NH2:22][C:23]1[CH:28]=[CH:27][C:26]([N:29]2[CH:34]=[CH:33][CH:32]=[CH:31][C:30]2=[O:35])=[CH:25][C:24]=1[F:36]. (2) Given the product [CH3:17][N:16]1[C:12]([C:5]2[CH:6]=[C:7]([CH:8]=[C:3]([O:2][CH3:1])[CH:4]=2)[NH2:9])=[CH:13][N:14]=[C:15]1[CH3:18], predict the reactants needed to synthesize it. The reactants are: [CH3:1][O:2][C:3]1[CH:8]=[C:7]([N+:9]([O-])=O)[CH:6]=[C:5]([C:12]2[N:16]([CH3:17])[C:15]([CH3:18])=[N:14][CH:13]=2)[CH:4]=1.O.NN. (3) Given the product [F:21][C:15]1[CH:16]=[C:17]([F:20])[CH:18]=[CH:19][C:14]=1[CH:5]1[N:6]=[C:7]([C:9]2[S:10][CH:11]=[N:12][N:13]=2)[NH:8][C:3]([CH2:2][N:27]2[CH2:32][CH2:31][O:30][CH2:29][CH:28]2[C:33]([OH:35])=[O:34])=[C:4]1[C:22]([O:24][CH2:25][CH3:26])=[O:23], predict the reactants needed to synthesize it. The reactants are: Br[CH2:2][C:3]1[NH:8][C:7]([C:9]2[S:10][CH:11]=[N:12][N:13]=2)=[N:6][CH:5]([C:14]2[CH:19]=[CH:18][C:17]([F:20])=[CH:16][C:15]=2[F:21])[C:4]=1[C:22]([O:24][CH2:25][CH3:26])=[O:23].[NH:27]1[CH2:32][CH2:31][O:30][CH2:29][CH:28]1[C:33]([OH:35])=[O:34]. (4) Given the product [Cl:1][C:2]1[N:3]=[CH:4][C:5]([CH2:8][N:11]([CH3:12])[CH3:10])=[CH:6][CH:7]=1, predict the reactants needed to synthesize it. The reactants are: [Cl:1][C:2]1[CH:7]=[CH:6][C:5]([CH2:8]Cl)=[CH:4][N:3]=1.[CH3:10][NH:11][CH3:12].C(=O)([O-])[O-].[K+].[K+].O. (5) Given the product [Br:1][C:2]1[C:7]([NH:8][C:25](=[O:26])[O:27][C:28]([CH3:31])([CH3:30])[CH3:29])=[CH:6][CH:5]=[C:4]([C:9]2[CH:14]=[CH:13][CH:12]=[CH:11][CH:10]=2)[N:3]=1, predict the reactants needed to synthesize it. The reactants are: [Br:1][C:2]1[C:7]([NH2:8])=[CH:6][CH:5]=[C:4]([C:9]2[CH:14]=[CH:13][CH:12]=[CH:11][CH:10]=2)[N:3]=1.C[Si]([N-][Si](C)(C)C)(C)C.[Na+].[C:25](O[C:25]([O:27][C:28]([CH3:31])([CH3:30])[CH3:29])=[O:26])([O:27][C:28]([CH3:31])([CH3:30])[CH3:29])=[O:26]. (6) Given the product [Cl-:34].[CH2:1]([C@@H:8]1[C@@H:16]([CH2:17][C:18]2[CH:23]=[CH:22][CH:21]=[CH:20][CH:19]=2)[C@H:15]([CH3:24])[O:14][C:13](=[O:25])[C@@H:12]([NH3+:26])[CH2:11][O:10][CH2:9]1)[C:2]1[CH:7]=[CH:6][CH:5]=[CH:4][CH:3]=1, predict the reactants needed to synthesize it. The reactants are: [CH2:1]([C@@H:8]1[C@@H:16]([CH2:17][C:18]2[CH:23]=[CH:22][CH:21]=[CH:20][CH:19]=2)[C@H:15]([CH3:24])[O:14][C:13](=[O:25])[C@@H:12]([NH:26]C(=O)OC(C)(C)C)[CH2:11][O:10][CH2:9]1)[C:2]1[CH:7]=[CH:6][CH:5]=[CH:4][CH:3]=1.[ClH:34]. (7) Given the product [OH:8][C:9]1[CH:36]=[CH:35][C:12]([C:13]([NH:15][C:16]2[CH:17]=[CH:18][C:19]([CH:22]3[O:27][CH2:26][CH2:25][N:24]([C:28]([O:30][C:31]([CH3:32])([CH3:34])[CH3:33])=[O:29])[CH2:23]3)=[CH:20][CH:21]=2)=[O:14])=[CH:11][CH:10]=1, predict the reactants needed to synthesize it. The reactants are: C([O:8][C:9]1[CH:36]=[CH:35][C:12]([C:13]([NH:15][C:16]2[CH:21]=[CH:20][C:19]([CH:22]3[O:27][CH2:26][CH2:25][N:24]([C:28]([O:30][C:31]([CH3:34])([CH3:33])[CH3:32])=[O:29])[CH2:23]3)=[CH:18][CH:17]=2)=[O:14])=[CH:11][CH:10]=1)C1C=CC=CC=1. (8) Given the product [ClH:13].[CH3:14][N:15]([CH3:11])[CH2:16][CH2:9][C:8]([C:5]1[CH:6]=[CH:7][C:2]([F:1])=[CH:3][CH:4]=1)=[O:10], predict the reactants needed to synthesize it. The reactants are: [F:1][C:2]1[CH:7]=[CH:6][C:5]([C:8](=[O:10])[CH3:9])=[CH:4][CH:3]=1.[CH2:11]=O.[ClH:13].[CH3:14][NH:15][CH3:16].Cl.